This data is from Full USPTO retrosynthesis dataset with 1.9M reactions from patents (1976-2016). The task is: Predict the reactants needed to synthesize the given product. Given the product [C:19]([N:17]1[CH:18]=[C:14]([CH:11]2[CH:12]3[CH:7]([CH:6]=[CH:5][C:4]([NH2:1])=[CH:13]3)[CH2:8][CH2:9][CH2:10]2)[N:15]=[CH:16]1)([C:32]1[CH:37]=[CH:36][CH:35]=[CH:34][CH:33]=1)([C:20]1[CH:21]=[CH:22][CH:23]=[CH:24][CH:25]=1)[C:26]1[CH:31]=[CH:30][CH:29]=[CH:28][CH:27]=1, predict the reactants needed to synthesize it. The reactants are: [N+:1]([C:4]1[CH:5]=[CH:6][CH:7]2[CH:12]([CH:13]=1)[C:11]([C:14]1[N:15]=[CH:16][N:17]([C:19]([C:32]3[CH:37]=[CH:36][CH:35]=[CH:34][CH:33]=3)([C:26]3[CH:31]=[CH:30][CH:29]=[CH:28][CH:27]=3)[C:20]3[CH:25]=[CH:24][CH:23]=[CH:22][CH:21]=3)[CH:18]=1)=[CH:10][CH2:9][CH2:8]2)([O-])=O.